From a dataset of NCI-60 drug combinations with 297,098 pairs across 59 cell lines. Regression. Given two drug SMILES strings and cell line genomic features, predict the synergy score measuring deviation from expected non-interaction effect. Synergy scores: CSS=2.70, Synergy_ZIP=-0.701, Synergy_Bliss=1.24, Synergy_Loewe=-0.114, Synergy_HSA=0.464. Drug 2: C1=CC(=CC=C1C#N)C(C2=CC=C(C=C2)C#N)N3C=NC=N3. Drug 1: CNC(=O)C1=CC=CC=C1SC2=CC3=C(C=C2)C(=NN3)C=CC4=CC=CC=N4. Cell line: OVCAR-4.